This data is from Reaction yield outcomes from USPTO patents with 853,638 reactions. The task is: Predict the reaction yield, written as a fraction of the theoretical maximum amount of product (1.0 means a 100% yield; for example, 0.34 means a 34% yield). (1) The reactants are Br[C:2]1[N:3]=[C:4]2[C:10]([C:11]([NH:13][C:14]([CH3:17])([CH3:16])[CH3:15])=[O:12])=[CH:9][N:8]([CH2:18][O:19][CH2:20][CH2:21][Si:22]([CH3:25])([CH3:24])[CH3:23])[C:5]2=[N:6][CH:7]=1.[N:26]1[CH:31]=[CH:30][CH:29]=[C:28]([NH2:32])[CH:27]=1.C1C=CC(P(C2C(C3C(P(C4C=CC=CC=4)C4C=CC=CC=4)=CC=C4C=3C=CC=C4)=C3C(C=CC=C3)=CC=2)C2C=CC=CC=2)=CC=1.CC(C)([O-])C.[Na+]. The catalyst is CN(C=O)C.C1(C)C=CC=CC=1.O.C([O-])(=O)C.[Pd+2].C([O-])(=O)C. The product is [C:14]([NH:13][C:11]([C:10]1[C:4]2[C:5](=[N:6][CH:7]=[C:2]([NH:32][C:28]3[CH:27]=[N:26][CH:31]=[CH:30][CH:29]=3)[N:3]=2)[N:8]([CH2:18][O:19][CH2:20][CH2:21][Si:22]([CH3:25])([CH3:24])[CH3:23])[CH:9]=1)=[O:12])([CH3:17])([CH3:16])[CH3:15]. The yield is 0.285. (2) The reactants are C([O:4][C:5]1[CH:10]=[CH:9][CH:8]=[C:7]([C:11]([NH:13][C:14]2[CH:19]=[CH:18][C:17]([C:20]([F:23])([F:22])[F:21])=[CH:16][CH:15]=2)=[O:12])[CH:6]=1)(=O)C.O1CCCC1.[OH-].[Na+]. The catalyst is CO. The product is [OH:4][C:5]1[CH:6]=[C:7]([CH:8]=[CH:9][CH:10]=1)[C:11]([NH:13][C:14]1[CH:15]=[CH:16][C:17]([C:20]([F:21])([F:22])[F:23])=[CH:18][CH:19]=1)=[O:12]. The yield is 0.900. (3) The reactants are [CH2:1]([O:17][CH2:18][CH:19]([CH2:21][OH:22])[OH:20])[CH2:2][CH2:3][CH2:4][CH2:5][CH2:6][CH2:7][CH2:8]/[CH:9]=[CH:10]\[CH2:11][CH2:12][CH2:13][CH2:14][CH2:15][CH3:16].[C:23]1([C:29]([C:37]2[CH:42]=[CH:41][CH:40]=[CH:39][CH:38]=2)([C:31]2[CH:36]=[CH:35][CH:34]=[CH:33][CH:32]=2)Cl)[CH:28]=[CH:27][CH:26]=[CH:25][CH:24]=1.C(N(CC)CC)C. The catalyst is C1COCC1.C(#N)C. The product is [CH2:1]([O:17][CH2:18][C@@H:19]([CH2:21][O:22][C:29]([C:23]1[CH:28]=[CH:27][CH:26]=[CH:25][CH:24]=1)([C:37]1[CH:38]=[CH:39][CH:40]=[CH:41][CH:42]=1)[C:31]1[CH:32]=[CH:33][CH:34]=[CH:35][CH:36]=1)[OH:20])[CH2:2][CH2:3][CH2:4][CH2:5][CH2:6][CH2:7][CH2:8]/[CH:9]=[CH:10]\[CH2:11][CH2:12][CH2:13][CH2:14][CH2:15][CH3:16]. The yield is 0.611. (4) The reactants are C[C:2]1C=CC=[C:4](C)[C:3]=1[C:9]1[N:14]=[C:13]([NH2:15])[N:12]=[C:11]([NH:16][C:17]2[CH:22]=[CH:21][C:20]([O:23][C:24]3[CH:29]=[CH:28][N:27]=[C:26]([C:30]([F:33])([F:32])[F:31])[CH:25]=3)=[CH:19][CH:18]=2)[CH:10]=1.[N:34]1C=C(B(O)O)C=[N:36][CH:35]=1.C(=O)([O-])[O-].[Na+].[Na+]. The catalyst is CN(C=O)C. The product is [F:32][C:30]([F:33])([F:31])[C:26]1[CH:25]=[C:24]([O:23][C:20]2[CH:19]=[CH:18][C:17]([NH:16][C:11]3[N:12]=[C:13]([NH2:15])[N:14]=[C:9]([C:3]4[CH:4]=[N:34][CH:35]=[N:36][CH:2]=4)[CH:10]=3)=[CH:22][CH:21]=2)[CH:29]=[CH:28][N:27]=1. The yield is 0.230.